Dataset: Full USPTO retrosynthesis dataset with 1.9M reactions from patents (1976-2016). Task: Predict the reactants needed to synthesize the given product. (1) Given the product [F:29][C:23]1[CH:24]=[CH:25][C:47]([F:50])=[CH:27][C:22]=1[CH:18]1[CH2:19][CH2:20][CH2:21][N:17]1[C:14]1[CH:15]=[CH:16][N:11]2[N:10]=[CH:9][C:8]([C:6]3[O:7][C:1]([CH3:2])=[N:4][N:5]=3)=[C:12]2[N:13]=1, predict the reactants needed to synthesize it. The reactants are: [C:1]([NH:4][NH:5][C:6]([C:8]1[CH:9]=[N:10][N:11]2[CH:16]=[CH:15][C:14]([N:17]3[CH2:21][CH2:20][CH2:19][CH:18]3[C:22]3[CH:27]=C(F)[CH:25]=[CH:24][C:23]=3[F:29])=[N:13][C:12]=12)=[O:7])(=O)[CH3:2].N1C=CC=CC=1.S(OS([C:47]([F:50])(F)F)(=O)=O)(C(F)(F)F)(=O)=O. (2) The reactants are: [OH:1][CH:2]1[CH2:7][CH2:6][N:5]([C:8]([O:10][C:11]([CH3:14])([CH3:13])[CH3:12])=[O:9])[CH2:4][CH2:3]1.[H-].[Na+].[Br:17][C:18]1C=CN=[C:20](F)[CH:19]=1.O.[CH3:26][N:27]([CH:29]=O)C. Given the product [Br:17][C:18]1[CH:19]=[CH:20][C:26]([O:1][CH:2]2[CH2:3][CH2:4][N:5]([C:8]([O:10][C:11]([CH3:14])([CH3:13])[CH3:12])=[O:9])[CH2:6][CH2:7]2)=[N:27][CH:29]=1, predict the reactants needed to synthesize it. (3) Given the product [BrH:1].[F:15][C:12]1[CH:13]=[C:14]2[C:9]([CH:8]=[CH:7][CH:6]=[C:5]2[C:3]2[N:19]3[CH2:20][CH2:21][N:17]=[C:18]3[S:22][C:2]=2[CH3:16])=[CH:10][CH:11]=1, predict the reactants needed to synthesize it. The reactants are: [Br:1][CH:2]([CH3:16])[C:3]([C:5]1[C:14]2[C:9](=[CH:10][CH:11]=[C:12]([F:15])[CH:13]=2)[CH:8]=[CH:7][CH:6]=1)=O.[NH:17]1[CH2:21][CH2:20][NH:19][C:18]1=[S:22]. (4) Given the product [CH2:21]([O:20][CH:19]([O:23][CH2:24][CH3:25])[CH2:18][O:14][C@H:10]([CH2:11][CH:12]=[CH2:13])[CH2:9][O:8][CH2:1][C:2]1[CH:7]=[CH:6][CH:5]=[CH:4][CH:3]=1)[CH3:22], predict the reactants needed to synthesize it. The reactants are: [CH2:1]([O:8][CH2:9][C@H:10]([OH:14])[CH2:11][CH:12]=[CH2:13])[C:2]1[CH:7]=[CH:6][CH:5]=[CH:4][CH:3]=1.[H-].[Na+].Br[CH2:18][CH:19]([O:23][CH2:24][CH3:25])[O:20][CH2:21][CH3:22]. (5) Given the product [CH3:1][N:2]1[C:11]2([CH2:16][CH2:15][N:14]([C:17]([O:19][C:20]([CH3:23])([CH3:22])[CH3:21])=[O:18])[CH2:13][CH2:12]2)[C:6]2=[CH:7][CH:8]=[CH:9][N:5]2[CH2:4][CH2:3]1, predict the reactants needed to synthesize it. The reactants are: [CH3:1][NH:2][CH2:3][CH2:4][N:5]1[CH:9]=[CH:8][CH:7]=[CH:6]1.O=[C:11]1[CH2:16][CH2:15][N:14]([C:17]([O:19][C:20]([CH3:23])([CH3:22])[CH3:21])=[O:18])[CH2:13][CH2:12]1.CC1C=CC(S(O)(=O)=O)=CC=1.O.